From a dataset of Reaction yield outcomes from USPTO patents with 853,638 reactions. Predict the reaction yield, written as a fraction of the theoretical maximum amount of product (1.0 means a 100% yield; for example, 0.34 means a 34% yield). (1) The reactants are [OH:1][C:2]1[CH:3]=[CH:4][C:5]([NH:12][S:13]([C:16]2[CH:21]=[CH:20][C:19]([CH3:22])=[CH:18][CH:17]=2)(=[O:15])=[O:14])=[C:6]([CH:11]=1)[C:7]([O:9][CH3:10])=[O:8].F[C:24]1[CH:29]=[CH:28][C:27]([N+:30]([O-:32])=[O:31])=[C:26]([O:33][CH2:34][CH2:35][CH2:36][CH2:37][CH3:38])[CH:25]=1.C(=O)([O-])[O-].[K+].[K+]. The catalyst is CN(C=O)C.C(OCC)(=O)C. The product is [CH3:10][O:9][C:7](=[O:8])[C:6]1[CH:11]=[C:2]([O:1][C:24]2[CH:29]=[CH:28][C:27]([N+:30]([O-:32])=[O:31])=[C:26]([O:33][CH2:34][CH2:35][CH2:36][CH2:37][CH3:38])[CH:25]=2)[CH:3]=[CH:4][C:5]=1[NH:12][S:13]([C:16]1[CH:21]=[CH:20][C:19]([CH3:22])=[CH:18][CH:17]=1)(=[O:15])=[O:14]. The yield is 0.550. (2) The reactants are Br[C:2]1[CH:7]=[CH:6][C:5](/[CH:8]=[CH:9]/[S:10]([NH:13][C:14]2[CH:19]=[CH:18][CH:17]=[CH:16][C:15]=2[S:20]([NH2:23])(=[O:22])=[O:21])(=[O:12])=[O:11])=[CH:4][CH:3]=1.[C:24]1(B(O)O)[CH2:28][CH2:27][CH2:26][CH:25]=1.C(=O)([O-])[O-].[Na+].[Na+]. The catalyst is CN(C)C=O.O1CCCC1.Cl[Pd]Cl.C1(P(C2C=CC=CC=2)[C-]2C=CC=C2)C=CC=CC=1.[C-]1(P(C2C=CC=CC=2)C2C=CC=CC=2)C=CC=C1.[Fe+2]. The product is [C:24]1([C:2]2[CH:7]=[CH:6][C:5](/[CH:8]=[CH:9]/[S:10]([NH:13][C:14]3[CH:19]=[CH:18][CH:17]=[CH:16][C:15]=3[S:20]([NH2:23])(=[O:22])=[O:21])(=[O:12])=[O:11])=[CH:4][CH:3]=2)[CH2:28][CH2:27][CH2:26][CH:25]=1. The yield is 0.690. (3) The reactants are [C:1]1(C)C=CC=CC=1.[Li]C.C(=O)=O.CC(C)=O.[Cl:17][C:18]1[N:23]=[C:22]([C:24]([F:27])([F:26])[F:25])[C:21]([C:28](=[O:30])[CH3:29])=[CH:20][N:19]=1. The catalyst is CCOCC.Cl[Ti](Cl)(Cl)Cl. The product is [Cl:17][C:18]1[N:23]=[C:22]([C:24]([F:25])([F:26])[F:27])[C:21]([C:28]([OH:30])([CH3:1])[CH3:29])=[CH:20][N:19]=1. The yield is 0.860. (4) The reactants are [I-].[CH3:2][P+](C1C=CC=CC=1)(C1C=CC=CC=1)C1C=CC=CC=1.[Li]CCCC.CCCCCC.[CH3:33][C:34]1[N:43]=[C:42]2[C:37]([C:38](=O)[CH2:39][CH2:40][N:41]2[C:44]([O:46][C:47]([CH3:50])([CH3:49])[CH3:48])=[O:45])=[CH:36][CH:35]=1. The catalyst is C1COCC1.C(OCC)(=O)C. The product is [CH3:33][C:34]1[N:43]=[C:42]2[C:37]([C:38](=[CH2:2])[CH2:39][CH2:40][N:41]2[C:44]([O:46][C:47]([CH3:50])([CH3:49])[CH3:48])=[O:45])=[CH:36][CH:35]=1. The yield is 0.280.